Dataset: Full USPTO retrosynthesis dataset with 1.9M reactions from patents (1976-2016). Task: Predict the reactants needed to synthesize the given product. (1) Given the product [NH2:1][C:2]1[CH:7]=[CH:6][C:5]([C:8]2([C:11]#[N:12])[CH2:10][CH2:9]2)=[CH:4][C:3]=1[C:18]1[CH2:19][CH2:20][C:15]([CH3:24])([CH3:14])[CH2:16][CH:17]=1, predict the reactants needed to synthesize it. The reactants are: [NH2:1][C:2]1[CH:7]=[CH:6][C:5]([C:8]2([C:11]#[N:12])[CH2:10][CH2:9]2)=[CH:4][C:3]=1Br.[CH3:14][C:15]1([CH3:24])[CH2:20][CH2:19][C:18](B(O)O)=[CH:17][CH2:16]1. (2) Given the product [CH:1]1([NH:4][C:5]2[N:10]3[N:11]=[CH:12][C:13]([CH:14]=[C:35]4[NH:29][C:30](=[O:31])[NH:32][C:33]4=[O:34])=[C:9]3[N:8]=[C:7]([C:16]3[CH:21]=[CH:20][CH:19]=[C:18]([OH:22])[CH:17]=3)[CH:6]=2)[CH2:3][CH2:2]1, predict the reactants needed to synthesize it. The reactants are: [CH:1]1([NH:4][C:5]2[N:10]3[N:11]=[CH:12][C:13]([CH:14]=O)=[C:9]3[N:8]=[C:7]([C:16]3[CH:21]=[CH:20][CH:19]=[C:18]([OH:22])[CH:17]=3)[CH:6]=2)[CH2:3][CH2:2]1.N1CCCCC1.[NH:29]1[CH2:35][C:33](=[O:34])[NH:32][C:30]1=[O:31]. (3) Given the product [Cl:2][C:3]1[CH:36]=[CH:35][C:6]([CH2:7][CH:8]2[N:13]3[C:14](=[O:30])[CH:15]([N:29]4[CH2:40][CH2:39][CH2:38][CH2:37]4)[CH2:16][N:17]([S:18]([C:21]4[CH:26]=[CH:25][C:24]([Cl:27])=[CH:23][C:22]=4[Cl:28])(=[O:20])=[O:19])[CH:12]3[CH2:11][N:10]([CH:31]([CH3:33])[CH3:32])[C:9]2=[O:34])=[CH:5][CH:4]=1, predict the reactants needed to synthesize it. The reactants are: Br.[Cl:2][C:3]1[CH:36]=[CH:35][C:6]([CH2:7][CH:8]2[N:13]3[C:14](=[O:30])[CH:15]([NH2:29])[CH2:16][N:17]([S:18]([C:21]4[CH:26]=[CH:25][C:24]([Cl:27])=[CH:23][C:22]=4[Cl:28])(=[O:20])=[O:19])[CH:12]3[CH2:11][N:10]([CH:31]([CH3:33])[CH3:32])[C:9]2=[O:34])=[CH:5][CH:4]=1.[CH2:37](O)[CH2:38][CH2:39][CH3:40].C(=O)([O-])[O-].[K+].[K+].BrCCCCBr. (4) Given the product [C:17]([C:14]1[CH:13]=[CH:12][C:11]([O:10][C:9]2[N:5]([CH2:3][CH3:4])[N:6]=[C:7]([C:19]3[CH:20]=[C:21]([C:25]4([NH:29][S:30]([CH2:33][C:34]([F:36])([F:35])[F:37])(=[O:31])=[O:32])[CH2:28][O:27][CH2:26]4)[CH:22]=[CH:23][CH:24]=3)[CH:8]=2)=[CH:16][CH:15]=1)#[N:45], predict the reactants needed to synthesize it. The reactants are: II.[CH2:3]([N:5]1[C:9]([O:10][C:11]2[CH:16]=[CH:15][C:14]([CH:17]=O)=[CH:13][CH:12]=2)=[CH:8][C:7]([C:19]2[CH:20]=[C:21]([C:25]3([NH:29][S:30]([CH2:33][C:34]([F:37])([F:36])[F:35])(=[O:32])=[O:31])[CH2:28][O:27][CH2:26]3)[CH:22]=[CH:23][CH:24]=2)=[N:6]1)[CH3:4].[O-]S([O-])(=S)=O.[Na+].[Na+].[NH4+:45].[OH-]. (5) Given the product [Br:1][C:2]1[CH:3]=[CH:4][C:5]2[O:10][C@@:9]([CH3:16])([CH:11]([O:14][CH3:15])[O:12][CH3:13])[C@H:8]([OH:17])[C@@H:7]([N:26]([C:23]3[CH:24]=[CH:25][C:20]([F:19])=[CH:21][CH:22]=3)[CH2:27][C:28]3[N:29]=[N:30][N:31]([CH3:33])[N:32]=3)[C:6]=2[CH:18]=1, predict the reactants needed to synthesize it. The reactants are: [Br:1][C:2]1[CH:3]=[CH:4][C:5]2[O:10][C@@:9]([CH3:16])([CH:11]([O:14][CH3:15])[O:12][CH3:13])[C@@H:8]3[O:17][C@@H:7]3[C:6]=2[CH:18]=1.[F:19][C:20]1[CH:25]=[CH:24][C:23]([NH:26][CH2:27][C:28]2[N:29]=[N:30][N:31]([CH3:33])[N:32]=2)=[CH:22][CH:21]=1. (6) Given the product [NH2:1][C:2]1[C:3]([C:34]2[CH:33]=[C:32]([NH:45][S:46]([CH3:49])(=[O:48])=[O:47])[CH:31]=[C:30]([F:29])[CH:35]=2)=[C:4]([NH:8][C@H:9]([C:11]2[N:16]([C:17]3[CH:22]=[CH:21][CH:20]=[CH:19][CH:18]=3)[C:15](=[O:23])[C:14]3=[C:24]([CH3:27])[CH:25]=[CH:26][N:13]3[N:12]=2)[CH3:10])[N:5]=[CH:6][N:7]=1, predict the reactants needed to synthesize it. The reactants are: [NH2:1][C:2]1[N:7]=[CH:6][N:5]=[C:4]([NH:8][C@H:9]([C:11]2[N:16]([C:17]3[CH:22]=[CH:21][CH:20]=[CH:19][CH:18]=3)[C:15](=[O:23])[C:14]3=[C:24]([CH3:27])[CH:25]=[CH:26][N:13]3[N:12]=2)[CH3:10])[C:3]=1Br.[F:29][C:30]1[CH:31]=[C:32]([NH:45][S:46]([CH3:49])(=[O:48])=[O:47])[CH:33]=[C:34](B2OC(C)(C)C(C)(C)O2)[CH:35]=1.C(=O)([O-])[O-].[Cs+].[Cs+].